Dataset: NCI-60 drug combinations with 297,098 pairs across 59 cell lines. Task: Regression. Given two drug SMILES strings and cell line genomic features, predict the synergy score measuring deviation from expected non-interaction effect. (1) Drug 1: C1=C(C(=O)NC(=O)N1)F. Drug 2: C1=CN(C(=O)N=C1N)C2C(C(C(O2)CO)O)O.Cl. Cell line: SNB-19. Synergy scores: CSS=35.1, Synergy_ZIP=-5.73, Synergy_Bliss=-2.43, Synergy_Loewe=0.448, Synergy_HSA=3.34. (2) Drug 1: CN(CC1=CN=C2C(=N1)C(=NC(=N2)N)N)C3=CC=C(C=C3)C(=O)NC(CCC(=O)O)C(=O)O. Drug 2: CCN(CC)CCCC(C)NC1=C2C=C(C=CC2=NC3=C1C=CC(=C3)Cl)OC. Cell line: A549. Synergy scores: CSS=29.5, Synergy_ZIP=-2.95, Synergy_Bliss=0.136, Synergy_Loewe=-31.7, Synergy_HSA=-0.521. (3) Drug 1: C1=CC(=CC=C1C#N)C(C2=CC=C(C=C2)C#N)N3C=NC=N3. Drug 2: C1CN(CCN1C(=O)CCBr)C(=O)CCBr. Cell line: A498. Synergy scores: CSS=13.8, Synergy_ZIP=-2.55, Synergy_Bliss=0.352, Synergy_Loewe=1.18, Synergy_HSA=1.19. (4) Drug 1: C1CC(C1)(C(=O)O)C(=O)O.[NH2-].[NH2-].[Pt+2]. Drug 2: CN1C2=C(C=C(C=C2)N(CCCl)CCCl)N=C1CCCC(=O)O.Cl. Cell line: K-562. Synergy scores: CSS=9.19, Synergy_ZIP=-4.30, Synergy_Bliss=-6.43, Synergy_Loewe=0.848, Synergy_HSA=-4.75. (5) Drug 1: CC1=CC=C(C=C1)C2=CC(=NN2C3=CC=C(C=C3)S(=O)(=O)N)C(F)(F)F. Synergy scores: CSS=0.590, Synergy_ZIP=-1.08, Synergy_Bliss=-0.542, Synergy_Loewe=-4.62, Synergy_HSA=-1.86. Drug 2: C1C(C(OC1N2C=NC(=NC2=O)N)CO)O. Cell line: HS 578T. (6) Drug 1: CC1=CC=C(C=C1)C2=CC(=NN2C3=CC=C(C=C3)S(=O)(=O)N)C(F)(F)F. Drug 2: C1=NC(=NC(=O)N1C2C(C(C(O2)CO)O)O)N. Cell line: NCI/ADR-RES. Synergy scores: CSS=13.0, Synergy_ZIP=2.61, Synergy_Bliss=6.92, Synergy_Loewe=1.85, Synergy_HSA=5.72.